From a dataset of Catalyst prediction with 721,799 reactions and 888 catalyst types from USPTO. Predict which catalyst facilitates the given reaction. (1) Reactant: [O:1]1[C:5]2[CH:6]=[CH:7][C:8]([C:10]3[CH2:11][C@H:12]4[C:18](=O)[N:17](COCC[Si](C)(C)C)[C:16]5[CH:28]=[C:29]([O:34][CH2:35][CH2:36][CH2:37][O:38][C:39]6[C:40]([O:84][CH3:85])=[CH:41][C:42]7[C:48](=[O:49])[N:47]8[CH:50]=[C:51](/[CH:53]=[CH:54]/[CH2:55][NH:56][C:57](=[O:73])[O:58][CH2:59][CH:60]9[C:72]%10[CH:71]=[CH:70][CH:69]=[CH:68][C:67]=%10[C:66]%10[C:61]9=[CH:62][CH:63]=[CH:64][CH:65]=%10)[CH2:52][C@H:46]8[C:45](=O)[N:44](COCC[Si](C)(C)C)[C:43]=7[CH:83]=6)[C:30]([O:32][CH3:33])=[CH:31][C:15]=5[C:14](=[O:86])[N:13]4[CH:87]=3)=[CH:9][C:4]=2[O:3][CH2:2]1.[Li+].[B-](CC)(CC)CC. Product: [O:1]1[C:5]2[CH:6]=[CH:7][C:8]([C:10]3[CH2:11][C@H:12]4[CH:18]=[N:17][C:16]5[CH:28]=[C:29]([O:34][CH2:35][CH2:36][CH2:37][O:38][C:39]6[C:40]([O:84][CH3:85])=[CH:41][C:42]7[C:48](=[O:49])[N:47]8[CH:50]=[C:51](/[CH:53]=[CH:54]/[CH2:55][NH:56][C:57](=[O:73])[O:58][CH2:59][CH:60]9[C:61]%10[CH:62]=[CH:63][CH:64]=[CH:65][C:66]=%10[C:67]%10[C:72]9=[CH:71][CH:70]=[CH:69][CH:68]=%10)[CH2:52][C@H:46]8[CH:45]=[N:44][C:43]=7[CH:83]=6)[C:30]([O:32][CH3:33])=[CH:31][C:15]=5[C:14](=[O:86])[N:13]4[CH:87]=3)=[CH:9][C:4]=2[O:3][CH2:2]1. The catalyst class is: 1. (2) Reactant: [CH3:1][C:2]1[C:3]([C:9]2[CH:10]=[N:11][CH:12]=[CH:13][CH:14]=2)=[N:4][C:5](=[O:8])[NH:6][CH:7]=1.[H-].[Na+].Br[CH2:18][CH2:19][CH2:20][CH2:21][Cl:22].O. Product: [Cl:22][CH2:21][CH2:20][CH2:19][CH2:18][N:6]1[CH:7]=[C:2]([CH3:1])[C:3]([C:9]2[CH:10]=[N:11][CH:12]=[CH:13][CH:14]=2)=[N:4][C:5]1=[O:8]. The catalyst class is: 16. (3) Reactant: [NH:1]1[CH2:5][C:4](=[O:6])[NH:3][CH2:2]1.[N+:7]([C:10]1[CH:15]=[CH:14][CH:13]=[CH:12][CH:11]=1)([O-:9])=[O:8].C(N(C(C)C)CC)(C)C. Product: [N+:7]([C:10]1[CH:15]=[CH:14][C:13]([N:1]2[CH2:5][C:4](=[O:6])[NH:3][CH2:2]2)=[CH:12][CH:11]=1)([O-:9])=[O:8]. The catalyst class is: 3. (4) Reactant: [CH:1]([C:3]1[CH:8]=[CH:7][C:6]([N:9]([C:20]2[CH:25]=[CH:24][C:23]([CH:26]=[O:27])=[CH:22][CH:21]=2)[C:10]2[CH:17]=[CH:16][C:13]([CH:14]=[O:15])=[C:12]([O:18]C)[CH:11]=2)=[CH:5][CH:4]=1)=[O:2].[Cl-].[Al+3].[Cl-].[Cl-].O. Product: [CH:1]([C:3]1[CH:8]=[CH:7][C:6]([N:9]([C:20]2[CH:21]=[CH:22][C:23]([CH:26]=[O:27])=[CH:24][CH:25]=2)[C:10]2[CH:17]=[CH:16][C:13]([CH:14]=[O:15])=[C:12]([OH:18])[CH:11]=2)=[CH:5][CH:4]=1)=[O:2]. The catalyst class is: 4.